Dataset: Full USPTO retrosynthesis dataset with 1.9M reactions from patents (1976-2016). Task: Predict the reactants needed to synthesize the given product. Given the product [C:28]([O:18][CH2:17][C@H:16]([N:15]1[CH:7]=[CH:6][C:5]2[C:10](=[CH:11][CH:12]=[CH:13][C:4]=2[N+:1]([O-:3])=[O:2])[C:9]1=[O:14])[CH2:19][CH:20]([CH3:22])[CH3:21])(=[O:30])[CH3:29], predict the reactants needed to synthesize it. The reactants are: [N+:1]([C:4]1[CH:13]=[CH:12][CH:11]=[C:10]2[C:5]=1[CH:6]=[CH:7]O[C:9]2=[O:14])([O-:3])=[O:2].[NH2:15][C@H:16]([CH2:19][CH:20]([CH3:22])[CH3:21])[CH2:17][OH:18].CO.C(Cl)Cl.[C:28](Cl)(=[O:30])[CH3:29].